Dataset: Peptide-MHC class II binding affinity with 134,281 pairs from IEDB. Task: Regression. Given a peptide amino acid sequence and an MHC pseudo amino acid sequence, predict their binding affinity value. This is MHC class II binding data. (1) The peptide sequence is MSGRKAQGKTLGVNM. The MHC is DRB1_1301 with pseudo-sequence DRB1_1301. The binding affinity (normalized) is 0.222. (2) The peptide sequence is YDKFLANVSTVLTGT. The MHC is DRB1_1101 with pseudo-sequence DRB1_1101. The binding affinity (normalized) is 0.424. (3) The MHC is DRB1_0101 with pseudo-sequence DRB1_0101. The binding affinity (normalized) is 0.201. The peptide sequence is RVVHLYRNGKDQDGD. (4) The peptide sequence is LQFAKLTGFTLMGKG. The MHC is HLA-DQA10401-DQB10402 with pseudo-sequence HLA-DQA10401-DQB10402. The binding affinity (normalized) is 0.0343. (5) The peptide sequence is EEDIEKIPIQEEEY. The MHC is HLA-DPA10201-DPB10501 with pseudo-sequence HLA-DPA10201-DPB10501. The binding affinity (normalized) is 0.118. (6) The peptide sequence is EEQEQWKTANEAVQD. The MHC is HLA-DQA10201-DQB10402 with pseudo-sequence HLA-DQA10201-DQB10402. The binding affinity (normalized) is 0.